This data is from Reaction yield outcomes from USPTO patents with 853,638 reactions. The task is: Predict the reaction yield, written as a fraction of the theoretical maximum amount of product (1.0 means a 100% yield; for example, 0.34 means a 34% yield). (1) The reactants are I[C:2]1[CH:3]=[C:4]2[N:10]=[C:9](NC(=O)OCC)[N:8]([CH2:17][C:18]3[CH:23]=[CH:22][C:21]([O:24][CH2:25][C:26]4[CH:27]=[N:28][C:29]([O:32][CH3:33])=[CH:30][CH:31]=4)=[C:20]([O:34][CH3:35])[CH:19]=3)[C:5]2=[N:6][CH:7]=1.C([Sn](CCCC)(CCCC)[C:41]1[CH:46]=[CH:45][CH:44]=[CH:43][N:42]=1)CCC.C([N:57](CC)CC)C. The catalyst is CN(C)C=O.[Cu]I.Cl[Pd](Cl)([P](C1C=CC=CC=1)(C1C=CC=CC=1)C1C=CC=CC=1)[P](C1C=CC=CC=1)(C1C=CC=CC=1)C1C=CC=CC=1. The product is [CH3:35][O:34][C:20]1[CH:19]=[C:18]([CH:23]=[CH:22][C:21]=1[O:24][CH2:25][C:26]1[CH:27]=[N:28][C:29]([O:32][CH3:33])=[CH:30][CH:31]=1)[CH2:17][N:8]1[C:5]2=[N:6][CH:7]=[C:2]([C:41]3[CH:46]=[CH:45][CH:44]=[CH:43][N:42]=3)[CH:3]=[C:4]2[N:10]=[C:9]1[NH2:57]. The yield is 0.130. (2) The reactants are C(N(CC)CC)C.[CH3:8][C@H:9]1[C:17]2[C:16]([N:18]3[CH2:23][CH2:22][N:21]([C:24]([O:26][C:27]([CH3:30])([CH3:29])[CH3:28])=[O:25])[CH2:20][CH2:19]3)=[N:15][CH:14]=[N:13][C:12]=2[C:11](=[O:31])[CH2:10]1.O[C@H]1C2N=CN=C(N3CCN(C(OC(C)(C)C)=O)CC3)C=2[C@H](C)C1. The catalyst is C(Cl)Cl. The product is [OH:31][C@@H:11]1[C:12]2[N:13]=[CH:14][N:15]=[C:16]([N:18]3[CH2:23][CH2:22][N:21]([C:24]([O:26][C:27]([CH3:30])([CH3:29])[CH3:28])=[O:25])[CH2:20][CH2:19]3)[C:17]=2[C@H:9]([CH3:8])[CH2:10]1. The yield is 0.953.